This data is from Full USPTO retrosynthesis dataset with 1.9M reactions from patents (1976-2016). The task is: Predict the reactants needed to synthesize the given product. (1) Given the product [CH3:22][C:15]1[CH:16]=[C:17]([CH3:21])[C:18]([CH3:20])=[CH:19][C:14]=1[N:11]1[CH2:10][CH2:9][NH:8][CH2:13][CH2:12]1, predict the reactants needed to synthesize it. The reactants are: C(OC([N:8]1[CH2:13][CH2:12][N:11]([C:14]2[CH:19]=[C:18]([CH3:20])[C:17]([CH3:21])=[CH:16][C:15]=2[CH3:22])[CH2:10][CH2:9]1)=O)(C)(C)C.Cl.O1CCOCC1.C(OCC)C. (2) Given the product [CH2:10]([O:12][C:13]([C:14]1[N:1]=[C:2]2[CH:3]=[CH:4][C:5]([CH:8]=[O:9])=[CH:6][N:7]2[CH:15]=1)=[O:18])[CH3:11], predict the reactants needed to synthesize it. The reactants are: [NH2:1][C:2]1[N:7]=[CH:6][C:5]([CH:8]=[O:9])=[CH:4][CH:3]=1.[CH2:10]([O:12][C:13](=[O:18])[C:14](=O)[CH2:15]Br)[CH3:11]. (3) The reactants are: C(Cl)(=O)C(Cl)=O.[C:7]([C:11]1[CH:16]=[CH:15][C:14]([S:17]([NH:20][CH2:21][C:22]2[CH:30]=[CH:29][C:25]([C:26]([OH:28])=O)=[CH:24][CH:23]=2)(=[O:19])=[O:18])=[CH:13][CH:12]=1)([CH3:10])([CH3:9])[CH3:8].[Br:31][C:32]1[N:37]=[CH:36][C:35]([NH2:38])=[CH:34][CH:33]=1. Given the product [Br:31][C:32]1[N:37]=[CH:36][C:35]([NH:38][C:26](=[O:28])[C:25]2[CH:29]=[CH:30][C:22]([CH2:21][NH:20][S:17]([C:14]3[CH:13]=[CH:12][C:11]([C:7]([CH3:10])([CH3:9])[CH3:8])=[CH:16][CH:15]=3)(=[O:18])=[O:19])=[CH:23][CH:24]=2)=[CH:34][CH:33]=1, predict the reactants needed to synthesize it. (4) Given the product [F:20][C:14]1[CH:15]=[CH:16][C:17]([F:19])=[CH:18][C:13]=1[CH2:12][C:11]([N:7]1[C:8]2[C:4](=[CH:3][C:2]([B:22]3[O:26][C:25]([CH3:28])([CH3:27])[C:24]([CH3:30])([CH3:29])[O:23]3)=[CH:10][CH:9]=2)[CH2:5][CH2:6]1)=[O:21], predict the reactants needed to synthesize it. The reactants are: Br[C:2]1[CH:3]=[C:4]2[C:8](=[CH:9][CH:10]=1)[N:7]([C:11](=[O:21])[CH2:12][C:13]1[CH:18]=[C:17]([F:19])[CH:16]=[CH:15][C:14]=1[F:20])[CH2:6][CH2:5]2.[B:22]1([B:22]2[O:26][C:25]([CH3:28])([CH3:27])[C:24]([CH3:30])([CH3:29])[O:23]2)[O:26][C:25]([CH3:28])([CH3:27])[C:24]([CH3:30])([CH3:29])[O:23]1.C([O-])(=O)C.[K+].O1CCOCC1. (5) Given the product [CH3:1][O:2][C:3](=[O:31])[CH2:4][O:5][C:6]1[CH:15]=[CH:14][C:13]([F:16])=[C:12]2[C:7]=1[C:8]([CH3:30])=[C:9]([CH2:18][C:19]1[CH:24]=[CH:23][C:22]([N:25]3[CH:29]=[CH:28][CH:27]=[N:26]3)=[CH:21][CH:20]=1)[C:10]([O:17][CH3:33])=[N:11]2, predict the reactants needed to synthesize it. The reactants are: [CH3:1][O:2][C:3](=[O:31])[CH2:4][O:5][C:6]1[CH:15]=[CH:14][C:13]([F:16])=[C:12]2[C:7]=1[C:8]([CH3:30])=[C:9]([CH2:18][C:19]1[CH:24]=[CH:23][C:22]([N:25]3[CH:29]=[CH:28][CH:27]=[N:26]3)=[CH:21][CH:20]=1)[C:10](=[O:17])[NH:11]2.I[CH3:33].